From a dataset of Catalyst prediction with 721,799 reactions and 888 catalyst types from USPTO. Predict which catalyst facilitates the given reaction. (1) Reactant: [CH3:1][O:2][C:3]1[CH:9]=[CH:8][C:6]([NH2:7])=[CH:5][C:4]=1[C:10]([F:13])([F:12])[F:11].C(=O)([O-])[O-].[K+].[K+].Cl[C:21]([O:23][C:24]1[CH:29]=[CH:28][CH:27]=[CH:26][CH:25]=1)=[O:22]. Product: [CH3:1][O:2][C:3]1[CH:9]=[CH:8][C:6]([NH:7][C:21](=[O:22])[O:23][C:24]2[CH:29]=[CH:28][CH:27]=[CH:26][CH:25]=2)=[CH:5][C:4]=1[C:10]([F:11])([F:12])[F:13]. The catalyst class is: 7. (2) Reactant: Br[C:2]1[CH:6]=[CH:5][S:4][C:3]=1[C:7]1[CH:12]=[CH:11][CH:10]=[CH:9][CH:8]=1.[B:13](OC(C)C)([O:18]C(C)C)[O:14]C(C)C.[Li]CCCC. Product: [C:7]1([C:3]2[S:4][CH:5]=[CH:6][C:2]=2[B:13]([OH:18])[OH:14])[CH:12]=[CH:11][CH:10]=[CH:9][CH:8]=1. The catalyst class is: 295. (3) Reactant: Cl[C:2]1[N:7]=[C:6]([NH:8][C:9]2[CH:14]=[CH:13][C:12]([F:15])=[C:11]([Cl:16])[CH:10]=2)[CH:5]=[CH:4][N:3]=1.[F:17][C:18]1[CH:24]=[CH:23][C:21]([NH2:22])=[CH:20][CH:19]=1.FC(F)(F)C(O)=O.C(N(CC)CC)C. Product: [Cl:16][C:11]1[CH:10]=[C:9]([NH:8][C:6]2[CH:5]=[CH:4][N:3]=[C:2]([NH:22][C:21]3[CH:23]=[CH:24][C:18]([F:17])=[CH:19][CH:20]=3)[N:7]=2)[CH:14]=[CH:13][C:12]=1[F:15]. The catalyst class is: 41. (4) The catalyst class is: 5. Reactant: [OH-].[Na+].[CH2:3]([O:5][C:6]1[CH:26]=[CH:25][C:9]([CH2:10][C:11]2[CH:20]=[C:19]3[C:13](=[CH:14][CH:15]=[CH:16][CH:17]=[CH:18]3)[C:12]=2[C:21]([O:23]C)=[O:22])=[CH:8][C:7]=1[C@H:27]1[C@H:32]([O:33][C:34](=[O:36])[CH3:35])[C@@H:31]([O:37][C:38](=[O:40])[CH3:39])[C@H:30]([O:41][C:42](=[O:44])[CH3:43])[C@@H:29]([CH2:45][O:46][C:47](=[O:49])[CH3:48])[O:28]1)[CH3:4].Cl. Product: [CH2:3]([O:5][C:6]1[CH:26]=[CH:25][C:9]([CH2:10][C:11]2[CH:20]=[C:19]3[C:13](=[CH:14][CH:15]=[CH:16][CH:17]=[CH:18]3)[C:12]=2[C:21]([OH:23])=[O:22])=[CH:8][C:7]=1[C@H:27]1[C@@H:32]([O:33][C:34](=[O:36])[CH3:35])[C@@H:31]([O:37][C:38](=[O:40])[CH3:39])[C@@H:30]([O:41][C:42](=[O:44])[CH3:43])[C@@H:29]([CH2:45][O:46][C:47](=[O:49])[CH3:48])[O:28]1)[CH3:4]. (5) Reactant: [Cl:1][C:2]1[CH:31]=[CH:30][C:5]([CH2:6][C:7]2[N:8]=[C:9]([C:23]3[CH:28]=[CH:27][N:26]=[C:25]([CH3:29])[CH:24]=3)[S:10][C:11]=2[C:12]2[N:16]=[CH:15][N:14](C3CCCCO3)[N:13]=2)=[CH:4][CH:3]=1.Cl.O1CCOCC1. Product: [Cl:1][C:2]1[CH:31]=[CH:30][C:5]([CH2:6][C:7]2[N:8]=[C:9]([C:23]3[CH:28]=[CH:27][N:26]=[C:25]([CH3:29])[CH:24]=3)[S:10][C:11]=2[C:12]2[NH:16][CH:15]=[N:14][N:13]=2)=[CH:4][CH:3]=1. The catalyst class is: 83. (6) Reactant: C([O:5][C:6](=[O:46])[CH2:7][N:8](C(OC(C)(C)C)=O)[C:9]1[CH:14]=[CH:13][CH:12]=[C:11]([CH:15]([CH2:26][C:27]2[CH:32]=[CH:31][C:30]([C:33]3[CH:38]=[CH:37][CH:36]=[CH:35][N:34]=3)=[CH:29][CH:28]=2)[NH:16][S:17]([C:20]2[CH:21]=[N:22][CH:23]=[CH:24][CH:25]=2)(=[O:19])=[O:18])[N:10]=1)(C)(C)C.O.Cl. Product: [N:34]1[CH:35]=[CH:36][CH:37]=[CH:38][C:33]=1[C:30]1[CH:31]=[CH:32][C:27]([CH2:26][CH:15]([NH:16][S:17]([C:20]2[CH:21]=[N:22][CH:23]=[CH:24][CH:25]=2)(=[O:19])=[O:18])[C:11]2[N:10]=[C:9]([NH:8][CH2:7][C:6]([OH:46])=[O:5])[CH:14]=[CH:13][CH:12]=2)=[CH:28][CH:29]=1. The catalyst class is: 7. (7) Reactant: Cl.[NH2:2][C:3]1[CH:8]=[CH:7][CH:6]=[CH:5][C:4]=1B(O)O.C(=O)([O-])[O-].[K+].[K+].COCCOC.Br[C:25]1[C:26]([C:39]#[N:40])=[N:27][N:28]([CH2:35][CH2:36][O:37][CH3:38])[C:29]=1[CH2:30][CH2:31][CH2:32][CH2:33][Cl:34]. Product: [NH2:2][C:3]1[CH:8]=[CH:7][CH:6]=[CH:5][C:4]=1[C:25]1[C:26]([C:39]#[N:40])=[N:27][N:28]([CH2:35][CH2:36][O:37][CH3:38])[C:29]=1[CH2:30][CH2:31][CH2:32][CH2:33][Cl:34]. The catalyst class is: 189. (8) Reactant: [NH2:1][C:2]1[CH:3]=[CH:4][C:5]([C:8]2[CH:13]=[CH:12][C:11]([C:14]3[N:15]([C:32]4[CH:37]=[CH:36][C:35]([Cl:38])=[CH:34][CH:33]=4)[C:16](=[O:31])[C:17]4[N:18]=[CH:19][N:20]([C:23]5[CH:24]=[C:25]([CH:28]=[CH:29][CH:30]=5)[C:26]#[N:27])[C:21]=4[N:22]=3)=[CH:10][CH:9]=2)=[N:6][CH:7]=1.Cl.C(=O)([O-])[O-].[NH4+:44].[NH4+]. Product: [NH2:1][C:2]1[CH:3]=[CH:4][C:5]([C:8]2[CH:9]=[CH:10][C:11]([C:14]3[N:15]([C:32]4[CH:33]=[CH:34][C:35]([Cl:38])=[CH:36][CH:37]=4)[C:16](=[O:31])[C:17]4[N:18]=[CH:19][N:20]([C:23]5[CH:24]=[C:25]([CH:28]=[CH:29][CH:30]=5)[C:26]([NH2:44])=[NH:27])[C:21]=4[N:22]=3)=[CH:12][CH:13]=2)=[N:6][CH:7]=1. The catalyst class is: 5. (9) Reactant: [NH2:1][C:2]([O:4][C@@H:5]([C@@H:48]([CH3:53])/[CH:49]=[CH:50]\[CH:51]=[CH2:52])[C@@H:6]([CH3:47])[C@H:7]([O:39][Si](C(C)(C)C)(C)C)[C@@H:8]([CH3:38])[CH2:9]/[C:10](/[CH3:37])=[CH:11]\[C@H:12]([CH3:36])[C@@H:13]([O:28][Si](C(C)(C)C)(C)C)[C@@H:14]([CH3:27])/[CH:15]=[CH:16]\[C:17]([N:19]([CH3:26])[C:20]1[CH:25]=[CH:24][CH:23]=[CH:22][CH:21]=1)=[O:18])=[O:3].Cl.C([O-])(O)=O.[Na+]. Product: [NH2:1][C:2]([O:4][C@@H:5]([C@@H:48]([CH3:53])/[CH:49]=[CH:50]\[CH:51]=[CH2:52])[C@@H:6]([CH3:47])[C@H:7]([OH:39])[C@@H:8]([CH3:38])[CH2:9]/[C:10](/[CH3:37])=[CH:11]\[CH:12]([CH3:36])[CH:13]([OH:28])[CH:14]([CH3:27])/[CH:15]=[CH:16]\[C:17]([N:19]([CH3:26])[C:20]1[CH:21]=[CH:22][CH:23]=[CH:24][CH:25]=1)=[O:18])=[O:3]. The catalyst class is: 5. (10) Reactant: [CH3:1][S:2](Cl)(=[O:4])=[O:3].C(N(C(C)C)CC)(C)C.[N:15]1[CH:20]=[CH:19][CH:18]=[C:17]2[CH2:21][NH:22][CH2:23][C:16]=12. The catalyst class is: 2. Product: [CH3:1][S:2]([N:22]1[CH2:21][C:17]2[C:16](=[N:15][CH:20]=[CH:19][CH:18]=2)[CH2:23]1)(=[O:4])=[O:3].